This data is from Full USPTO retrosynthesis dataset with 1.9M reactions from patents (1976-2016). The task is: Predict the reactants needed to synthesize the given product. (1) Given the product [N:24]1[C:25]2[CH:31]=[CH:30][CH:29]=[CH:28][C:26]=2[N:27]=[C:22]([N:16]2[CH2:17][CH2:18][N:19]([CH2:2][C:3]([NH:5][C:6]3[CH:15]=[CH:14][CH:13]=[CH:12][C:7]=3[C:8]([O:10][CH3:11])=[O:9])=[O:4])[CH2:20][CH2:21]2)[N:23]=1, predict the reactants needed to synthesize it. The reactants are: Cl[CH2:2][C:3]([NH:5][C:6]1[CH:15]=[CH:14][CH:13]=[CH:12][C:7]=1[C:8]([O:10][CH3:11])=[O:9])=[O:4].[N:16]1([C:22]2[N:23]=[N:24][C:25]3[CH:31]=[CH:30][CH:29]=[CH:28][C:26]=3[N:27]=2)[CH2:21][CH2:20][NH:19][CH2:18][CH2:17]1.CCN(C(C)C)C(C)C. (2) Given the product [O:4]1[C:8]2[CH:9]=[CH:10][CH:11]=[C:12]([N:13]3[CH2:18][CH2:17][N:16]([CH2:19][CH2:20][C@H:21]4[CH2:26][CH2:25][C@H:24]([NH:27][C:31](=[O:32])[CH2:30][CH:29]([CH3:34])[CH3:28])[CH2:23][CH2:22]4)[CH2:15][CH2:14]3)[C:7]=2[O:6][CH2:5]1, predict the reactants needed to synthesize it. The reactants are: Cl.Cl.Cl.[O:4]1[C:8]2[CH:9]=[CH:10][CH:11]=[C:12]([N:13]3[CH2:18][CH2:17][N:16]([CH2:19][CH2:20][C@H:21]4[CH2:26][CH2:25][C@H:24]([NH2:27])[CH2:23][CH2:22]4)[CH2:15][CH2:14]3)[C:7]=2[O:6][CH2:5]1.[CH3:28][CH:29]([CH3:34])[CH2:30][C:31](O)=[O:32]. (3) Given the product [C:26]([O:25][C:23]([N:21]1[CH2:22][C@@H:17]([N:16]([C:14]([C:4]2[N:5]=[N:6][N:7]([C:8]3[CH:13]=[CH:12][CH:11]=[CH:10][CH:9]=3)[C:3]=2[CH2:2][OH:1])=[O:15])[CH2:34][CH:35]([CH3:37])[CH3:36])[CH2:18][C@@H:19]([C:30]([OH:32])=[O:31])[CH2:20]1)=[O:24])([CH3:28])([CH3:29])[CH3:27], predict the reactants needed to synthesize it. The reactants are: [OH:1][CH2:2][C:3]1[N:7]([C:8]2[CH:13]=[CH:12][CH:11]=[CH:10][CH:9]=2)[N:6]=[N:5][C:4]=1[C:14]([N:16]([CH2:34][CH:35]([CH3:37])[CH3:36])[C@@H:17]1[CH2:22][N:21]([C:23]([O:25][C:26]([CH3:29])([CH3:28])[CH3:27])=[O:24])[CH2:20][C@H:19]([C:30]([O:32]C)=[O:31])[CH2:18]1)=[O:15].[Cl-].[NH4+].Cl. (4) Given the product [C:15]([O:19][C:20](=[O:28])[NH:21][CH:22]1[CH2:27][CH2:26][N:25]([C:2]2[N:7]([CH2:8][CH2:9][CH2:10][O:11][CH3:12])[C:6](=[O:13])[CH:5]=[C:4]([Cl:14])[N:3]=2)[CH2:24][CH2:23]1)([CH3:18])([CH3:16])[CH3:17], predict the reactants needed to synthesize it. The reactants are: Cl[C:2]1[N:7]([CH2:8][CH2:9][CH2:10][O:11][CH3:12])[C:6](=[O:13])[CH:5]=[C:4]([Cl:14])[N:3]=1.[C:15]([O:19][C:20](=[O:28])[NH:21][CH:22]1[CH2:27][CH2:26][NH:25][CH2:24][CH2:23]1)([CH3:18])([CH3:17])[CH3:16].CCN(C(C)C)C(C)C. (5) Given the product [CH3:1][C:2]1([CH3:23])[NH:7][C:6](=[O:8])[C:5]2[S:9][C:10]([N:12]3[C:17]4[CH:18]=[C:19]([O:22][C:25]5[N:26]=[C:27]([C:31]([OH:33])=[O:32])[CH:28]=[CH:29][CH:30]=5)[CH:20]=[CH:21][C:16]=4[O:15][CH2:14][CH2:13]3)=[N:11][C:4]=2[CH2:3]1, predict the reactants needed to synthesize it. The reactants are: [CH3:1][C:2]1([CH3:23])[NH:7][C:6](=[O:8])[C:5]2[S:9][C:10]([N:12]3[C:17]4[CH:18]=[C:19]([OH:22])[CH:20]=[CH:21][C:16]=4[O:15][CH2:14][CH2:13]3)=[N:11][C:4]=2[CH2:3]1.F[C:25]1[CH:30]=[CH:29][CH:28]=[C:27]([C:31]([OH:33])=[O:32])[N:26]=1.CC(C)([O-])C.[Na+]. (6) Given the product [C:12]([NH:1][C:2]1[CH:10]=[CH:9][C:5]([C:6]([OH:8])=[O:7])=[C:4]([F:11])[CH:3]=1)(=[O:14])[CH3:13], predict the reactants needed to synthesize it. The reactants are: [NH2:1][C:2]1[CH:10]=[CH:9][C:5]([C:6]([OH:8])=[O:7])=[C:4]([F:11])[CH:3]=1.[C:12](OC(=O)C)(=[O:14])[CH3:13]. (7) Given the product [CH2:21]([S:28]([NH:31][C:32]([CH:34]1[CH2:39][CH2:38][N:37]([C:3]2[C:2]([Cl:1])=[CH:12][C:6]([C:7]([O:9][CH2:10][CH3:11])=[O:8])=[C:5]([CH2:13][N:14]3[CH2:18][CH2:17][CH2:16][C:15]3=[O:19])[N:4]=2)[CH2:36][CH2:35]1)=[O:33])(=[O:29])=[O:30])[C:22]1[CH:23]=[CH:24][CH:25]=[CH:26][CH:27]=1, predict the reactants needed to synthesize it. The reactants are: [Cl:1][C:2]1[C:3](Cl)=[N:4][C:5]([CH2:13][N:14]2[CH2:18][CH2:17][CH2:16][C:15]2=[O:19])=[C:6]([CH:12]=1)[C:7]([O:9][CH2:10][CH3:11])=[O:8].[CH2:21]([S:28]([NH:31][C:32]([CH:34]1[CH2:39][CH2:38][NH:37][CH2:36][CH2:35]1)=[O:33])(=[O:30])=[O:29])[C:22]1[CH:27]=[CH:26][CH:25]=[CH:24][CH:23]=1. (8) Given the product [Br:35][C:15]1[CH:14]=[C:13]([NH:16][C:17]([C:19]2[C:20]([C:25]3[CH:26]=[CH:27][C:28]([C:31]([F:32])([F:33])[F:34])=[CH:29][CH:30]=3)=[CH:21][CH:22]=[CH:23][CH:24]=2)=[O:18])[CH:12]=[CH:11][C:10]=1[NH:9][CH2:8][CH2:7][C:2]1[CH:3]=[CH:4][CH:5]=[CH:6][N:1]=1, predict the reactants needed to synthesize it. The reactants are: [N:1]1[CH:6]=[CH:5][CH:4]=[CH:3][C:2]=1[CH2:7][CH2:8][NH:9][C:10]1[CH:15]=[CH:14][C:13]([NH:16][C:17]([C:19]2[C:20]([C:25]3[CH:30]=[CH:29][C:28]([C:31]([F:34])([F:33])[F:32])=[CH:27][CH:26]=3)=[CH:21][CH:22]=[CH:23][CH:24]=2)=[O:18])=[CH:12][CH:11]=1.[Br:35]N1C(=O)CCC1=O.O.